From a dataset of Full USPTO retrosynthesis dataset with 1.9M reactions from patents (1976-2016). Predict the reactants needed to synthesize the given product. (1) Given the product [Br:12][C:10]1[CH:11]=[C:6]([Cl:15])[C:7]([C:13]#[N:14])=[N:8][CH:9]=1, predict the reactants needed to synthesize it. The reactants are: N([O-])=O.[Na+].N[C:6]1[C:7]([C:13]#[N:14])=[N:8][CH:9]=[C:10]([Br:12])[CH:11]=1.[ClH:15]. (2) Given the product [CH2:35]([N:32]([CH2:33][CH3:34])[C:30]([C:27]1[CH:26]=[CH:25][C:24]([C:10](=[C:11]2[CH2:16][CH2:15][NH:14][CH2:13][CH2:12]2)[C:7]2[CH:8]=[CH:9][C:4]([C:2]([NH2:1])=[O:3])=[CH:5][CH:6]=2)=[CH:29][CH:28]=1)=[O:31])[CH3:36], predict the reactants needed to synthesize it. The reactants are: [NH2:1][C:2]([C:4]1[CH:9]=[CH:8][C:7]([C:10]([C:24]2[CH:29]=[CH:28][C:27]([C:30]([N:32]([CH2:35][CH3:36])[CH2:33][CH3:34])=[O:31])=[CH:26][CH:25]=2)=[C:11]2[CH2:16][CH2:15][N:14](C(OC(C)(C)C)=O)[CH2:13][CH2:12]2)=[CH:6][CH:5]=1)=[O:3].FC(F)(F)C(O)=O. (3) Given the product [C:1]([C:5]1[CH:6]=[C:7]([C:15]2[S:19][C:18]([C:20]([NH:22][C@H:23]3[CH2:24][C@H:25]([C:27]([OH:29])=[O:28])[CH2:26]3)=[O:21])=[N:17][C:16]=2[CH2:31][CH:32]2[CH2:33][CH2:34][CH2:35][CH2:36][CH2:37]2)[CH:8]=[C:9]([C:11]([OH:14])([CH3:13])[CH3:12])[CH:10]=1)([CH3:2])([CH3:3])[CH3:4], predict the reactants needed to synthesize it. The reactants are: [C:1]([C:5]1[CH:6]=[C:7]([C:15]2[S:19][C:18]([C:20]([NH:22][C@H:23]3[CH2:26][C@H:25]([C:27]([O:29]C)=[O:28])[CH2:24]3)=[O:21])=[N:17][C:16]=2[CH2:31][CH:32]2[CH2:37][CH2:36][CH2:35][CH2:34][CH2:33]2)[CH:8]=[C:9]([C:11]([OH:14])([CH3:13])[CH3:12])[CH:10]=1)([CH3:4])([CH3:3])[CH3:2].O[Li].O.Cl. (4) Given the product [CH3:3][C:2](=[CH:4][CH2:5][CH2:6]/[C:7](=[CH:9]/[CH2:10][OH:11])/[CH3:8])[CH3:1].[CH3:19][C:20](=[CH:22][CH2:23][CH2:24][CH:25]([CH2:27][CH2:28][OH:29])[CH3:26])[CH3:21], predict the reactants needed to synthesize it. The reactants are: [CH3:1][C:2](=[CH:4][CH2:5][CH2:6][C:7](=[CH:9][CH:10]=[O:11])[CH3:8])[CH3:3].C1(C)C=CC=CC=1.[CH3:19][C:20](=[CH:22][CH2:23][CH2:24][CH:25]([CH2:27][CH:28]=[O:29])[CH3:26])[CH3:21].C1N=C(N)C2N=CN([C@@H]3O[C@H](COP(OP(OC[C@H]4O[C@@H](N5C=C(C(N)=O)CC=C5)[C@H](O)[C@@H]4O)(O)=O)(O)=O)[C@@H](O)[C@H]3OP(O)(O)=O)C=2N=1. (5) Given the product [Cl:1][C:2]1[CH:7]=[CH:6][C:5]([CH:8]([C:19]2[C:27]3[C:22](=[C:23]([CH2:29][S:30][CH3:31])[CH:24]=[C:25]([F:28])[CH:26]=3)[NH:21][CH:20]=2)[CH2:9][C:10]([O:11][CH2:12][CH3:16])=[O:18])=[C:4]([CH3:32])[CH:3]=1, predict the reactants needed to synthesize it. The reactants are: [Cl:1][C:2]1[CH:7]=[CH:6][C:5]([CH:8]([C:19]2[C:27]3[C:22](=[C:23]([CH2:29][S:30][CH3:31])[CH:24]=[C:25]([F:28])[CH:26]=3)[NH:21][CH:20]=2)[CH:9]2C(=O)O[C:12](C)([CH3:16])[O:11][C:10]2=[O:18])=[C:4]([CH3:32])[CH:3]=1.